From a dataset of Catalyst prediction with 721,799 reactions and 888 catalyst types from USPTO. Predict which catalyst facilitates the given reaction. (1) Reactant: [NH2:1][C:2]1[CH:3]=[CH:4][C:5]2[CH2:9][O:8][B:7]([OH:10])[C:6]=2[CH:11]=1.[NH:12]1[C:20]2[C:15](=[CH:16][C:17]([S:21](Cl)(=[O:23])=[O:22])=[CH:18][CH:19]=2)[CH:14]=[N:13]1.O. Product: [OH:10][B:7]1[C:6]2[CH:11]=[C:2]([NH:1][S:21]([C:17]3[CH:16]=[C:15]4[C:20](=[CH:19][CH:18]=3)[NH:12][N:13]=[CH:14]4)(=[O:23])=[O:22])[CH:3]=[CH:4][C:5]=2[CH2:9][O:8]1. The catalyst class is: 17. (2) Reactant: [CH:1]1[C:10]2[C:5](=[CH:6][CH:7]=[CH:8][CH:9]=2)[CH2:4][CH2:3][C:2]=1[C:11]1[N:16]=[C:15]([NH2:17])[CH:14]=[C:13]([CH3:18])[CH:12]=1. Product: [CH3:18][C:13]1[CH:12]=[C:11]([CH:2]2[CH2:3][CH2:4][C:5]3[C:10](=[CH:9][CH:8]=[CH:7][CH:6]=3)[CH2:1]2)[N:16]=[C:15]([NH2:17])[CH:14]=1. The catalyst class is: 19. (3) Reactant: [Br:1][C:2]1[N:7]=[CH:6][C:5]2[N:8]=[C:9]([CH:14]([OH:16])[CH3:15])[N:10]([CH:11]([CH3:13])[CH3:12])[C:4]=2[CH:3]=1.[O:17]1[CH:22]=[CH:21][CH2:20][CH2:19][CH2:18]1.C1(C)C=CC(S(O)(=O)=O)=CC=1. Product: [Br:1][C:2]1[N:7]=[CH:6][C:5]2[N:8]=[C:9]([CH:14]([O:16][CH:18]3[CH2:19][CH2:20][CH2:21][CH2:22][O:17]3)[CH3:15])[N:10]([CH:11]([CH3:12])[CH3:13])[C:4]=2[CH:3]=1. The catalyst class is: 7. (4) Reactant: [Cl:1][C:2]1[CH:3]=[C:4]([S:8]([NH:11][C:12]2[CH:17]=[C:16]([CH3:18])[N:15]=[C:14]3[S:19][C:20]([C:30]([OH:32])=O)=[C:21]([C:22]4[CH:27]=[CH:26][CH:25]=[C:24]([O:28][CH3:29])[CH:23]=4)[C:13]=23)(=[O:10])=[O:9])[CH:5]=[CH:6][CH:7]=1.C(Cl)(=O)C(Cl)=O.[CH3:39][NH2:40].C([O-])(O)=O.[Na+]. Product: [Cl:1][C:2]1[CH:3]=[C:4]([S:8]([NH:11][C:12]2[CH:17]=[C:16]([CH3:18])[N:15]=[C:14]3[S:19][C:20]([C:30]([NH:40][CH3:39])=[O:32])=[C:21]([C:22]4[CH:27]=[CH:26][CH:25]=[C:24]([O:28][CH3:29])[CH:23]=4)[C:13]=23)(=[O:9])=[O:10])[CH:5]=[CH:6][CH:7]=1. The catalyst class is: 59. (5) Reactant: [O:1]=[C:2]1[C:10]2[C:5](=[CH:6][CH:7]=[CH:8][CH:9]=2)[CH2:4][C:3]1=[CH:11][C:12]1[CH:19]=[CH:18][C:15]([C:16]#[N:17])=[CH:14][CH:13]=1.[Br:20]N1C(=O)CCC1=O.C(OOC(=O)C1C=CC=CC=1)(=O)C1C=CC=CC=1. Product: [Br:20][CH:4]1[C:5]2[C:10](=[CH:9][CH:8]=[CH:7][CH:6]=2)[C:2](=[O:1])[C:3]1=[CH:11][C:12]1[CH:13]=[CH:14][C:15]([C:16]#[N:17])=[CH:18][CH:19]=1. The catalyst class is: 53. (6) Reactant: [NH2:1][C:2]1[C:3]([C:25]([NH2:27])=[O:26])=[N:4][C:5]([NH:17][C:18]2[CH:23]=[CH:22][CH:21]=[C:20]([OH:24])[CH:19]=2)=[N:6][C:7]=1[NH:8][C:9]1[CH:14]=[CH:13][CH:12]=[CH:11][C:10]=1[O:15][CH3:16].N[C:29]1C(C(OCC)=O)=NC(NC2C=CC=C(O)C=2)=NC=1NC1C=CC=CC=1OC.N. Product: [OH:24][C:20]1[CH:19]=[C:18]([NH:17][C:5]2[N:6]=[C:7]3[C:2]([N:1]=[CH:29][N:8]3[C:9]3[CH:14]=[CH:13][CH:12]=[CH:11][C:10]=3[O:15][CH3:16])=[C:3]([C:25]([NH2:27])=[O:26])[N:4]=2)[CH:23]=[CH:22][CH:21]=1. The catalyst class is: 5.